From a dataset of Forward reaction prediction with 1.9M reactions from USPTO patents (1976-2016). Predict the product of the given reaction. (1) Given the reactants [F:1][C:2]([F:33])([F:32])[C:3]([C:9]1[CH:10]=[N:11][C:12]([N:15]2[CH2:20][CH2:19][NH:18][CH2:17][C@@H:16]2[CH2:21][N:22]2[CH:27]3[CH2:28][CH:29]([OH:31])[CH2:30][CH:23]2[CH2:24][O:25][CH2:26]3)=[N:13][CH:14]=1)([OH:8])[C:4]([F:7])([F:6])[F:5].[F:34][C:35]([F:66])([F:65])[C:36]([C:42]1[CH:43]=[N:44][C:45]([N:48]2[CH2:53][CH2:52][NH:51][CH2:50][C@@H:49]2[CH2:54][N:55]2[CH:60]3[CH2:61][C:62](=[O:64])[CH2:63][CH:56]2[CH2:57][O:58][CH2:59]3)=[N:46][CH:47]=1)([OH:41])[C:37]([F:40])([F:39])[F:38].C(N(CC)CC)C.[Cl:74][C:75]1[N:80]=[CH:79][C:78]([S:81](Cl)(=[O:83])=[O:82])=[CH:77][CH:76]=1, predict the reaction product. The product is: [Cl:74][C:75]1[N:80]=[CH:79][C:78]([S:81]([N:18]2[CH2:19][CH2:20][N:15]([C:12]3[N:13]=[CH:14][C:9]([C:3]([OH:8])([C:2]([F:1])([F:32])[F:33])[C:4]([F:5])([F:6])[F:7])=[CH:10][N:11]=3)[C@@H:16]([CH2:21][N:22]3[CH:23]4[CH2:30][CH:29]([OH:31])[CH2:28][CH:27]3[CH2:26][O:25][CH2:24]4)[CH2:17]2)(=[O:83])=[O:82])=[CH:77][CH:76]=1.[Cl:74][C:75]1[N:80]=[CH:79][C:78]([S:81]([N:51]2[CH2:52][CH2:53][N:48]([C:45]3[N:46]=[CH:47][C:42]([C:36]([OH:41])([C:35]([F:34])([F:65])[F:66])[C:37]([F:39])([F:38])[F:40])=[CH:43][N:44]=3)[C@@H:49]([CH2:54][N:55]3[CH:56]4[CH2:63][C:62](=[O:64])[CH2:61][CH:60]3[CH2:59][O:58][CH2:57]4)[CH2:50]2)(=[O:83])=[O:82])=[CH:77][CH:76]=1. (2) Given the reactants [CH3:1][O:2][C:3]1[CH:4]=[C:5]2[C:9](=[CH:10][CH:11]=1)[NH:8][CH:7]=[C:6]2[CH2:12][CH2:13][NH:14][C:15](=[O:17])[CH3:16].[H-].[Na+].[S:20](Cl)([C:23]1[CH:29]=[CH:28][C:26]([CH3:27])=[CH:25][CH:24]=1)(=[O:22])=[O:21], predict the reaction product. The product is: [CH3:1][O:2][C:3]1[CH:4]=[C:5]2[C:9](=[CH:10][CH:11]=1)[N:8]([S:20]([C:23]1[CH:29]=[CH:28][C:26]([CH3:27])=[CH:25][CH:24]=1)(=[O:22])=[O:21])[CH:7]=[C:6]2[CH2:12][CH2:13][NH:14][C:15](=[O:17])[CH3:16]. (3) Given the reactants [CH3:1][C:2]1[CH:22]=[CH:21][C:5]([C:6]([NH:8][C:9]2[S:10][C:11]3[CH:17]=[CH:16][C:15]([N+:18]([O-:20])=[O:19])=[CH:14][C:12]=3[N:13]=2)=[O:7])=[CH:4][CH:3]=1.C(=O)([O-])[O-].[K+].[K+].Br[CH:30]([CH2:35][CH3:36])[C:31]([O:33][CH3:34])=[O:32], predict the reaction product. The product is: [N+:18]([C:15]1[CH:16]=[CH:17][C:11]2[S:10][C:9](=[N:8][C:6](=[O:7])[C:5]3[CH:4]=[CH:3][C:2]([CH3:1])=[CH:22][CH:21]=3)[N:13]([CH:30]([CH2:35][CH3:36])[C:31]([O:33][CH3:34])=[O:32])[C:12]=2[CH:14]=1)([O-:20])=[O:19]. (4) The product is: [CH3:1][O:2][C:3]1[CH:8]=[CH:7][C:6]([CH2:9][N:10]2[C:15](=[O:16])[CH:14]=[C:13]([CH2:17][CH2:18][C:19]([O:21][CH2:22][CH2:23][CH2:24][CH3:25])=[O:20])[C:12](=[O:26])[NH:11]2)=[CH:5][CH:4]=1. Given the reactants [CH3:1][O:2][C:3]1[CH:8]=[CH:7][C:6]([CH2:9][N:10]2[C:15](=[O:16])[CH:14]=[C:13](/[CH:17]=[CH:18]/[C:19]([O:21][CH2:22][CH2:23][CH2:24][CH3:25])=[O:20])[C:12]([O:26]CC3C=CC(OC)=CC=3)=[N:11]2)=[CH:5][CH:4]=1.O1CCOCC1, predict the reaction product. (5) Given the reactants [F:1][CH:2]([F:23])[C:3]1[CH:8]=[CH:7][C:6]([N:9]2[CH2:22][CH2:21][C:12]3[NH:13][C:14]4[CH:15]=[CH:16][C:17]([CH3:20])=[CH:18][C:19]=4[C:11]=3[CH2:10]2)=[CH:5][CH:4]=1.[CH3:24][C:25]1[CH:30]=[CH:29][C:28]([CH:31]=[CH2:32])=[CH:27][N:26]=1.[OH-].[K+], predict the reaction product. The product is: [F:23][CH:2]([F:1])[C:3]1[CH:4]=[CH:5][C:6]([N:9]2[CH2:22][CH2:21][C:12]3[N:13]([CH2:32][CH2:31][C:28]4[CH:27]=[N:26][C:25]([CH3:24])=[CH:30][CH:29]=4)[C:14]4[CH:15]=[CH:16][C:17]([CH3:20])=[CH:18][C:19]=4[C:11]=3[CH2:10]2)=[CH:7][CH:8]=1. (6) Given the reactants Cl[C:2]1[N:7]=[C:6]([C:8]2[CH:13]=[CH:12][C:11]([F:14])=[C:10]([Cl:15])[CH:9]=2)[CH:5]=[C:4]([N:16]2[CH2:21][CH2:20][N:19]([C:22]3[C:27]([C:28]([F:31])([F:30])[F:29])=[CH:26][CH:25]=[CH:24][N:23]=3)[CH2:18][CH2:17]2)[N:3]=1.[C:32]([O:36][C:37]([N:39]1[CH2:44][CH:43]=[C:42](B2OC(C)(C)C(C)(C)O2)[CH2:41][CH2:40]1)=[O:38])([CH3:35])([CH3:34])[CH3:33].[O-]P([O-])([O-])=O.[K+].[K+].[K+], predict the reaction product. The product is: [C:32]([O:36][C:37]([N:39]1[CH2:40][CH:41]=[C:42]([C:2]2[N:7]=[C:6]([C:8]3[CH:13]=[CH:12][C:11]([F:14])=[C:10]([Cl:15])[CH:9]=3)[CH:5]=[C:4]([N:16]3[CH2:21][CH2:20][N:19]([C:22]4[C:27]([C:28]([F:31])([F:29])[F:30])=[CH:26][CH:25]=[CH:24][N:23]=4)[CH2:18][CH2:17]3)[N:3]=2)[CH2:43][CH2:44]1)=[O:38])([CH3:35])([CH3:33])[CH3:34]. (7) Given the reactants [OH-].[Li+].[O:3]1[C:7]2[CH:8]=[CH:9][CH:10]=[CH:11][C:6]=2[N:5]=[C:4]1[C:12]1[CH:21]=[CH:20][C:15]([C:16]([O:18]C)=[O:17])=[CH:14][CH:13]=1.O, predict the reaction product. The product is: [O:3]1[C:7]2[CH:8]=[CH:9][CH:10]=[CH:11][C:6]=2[N:5]=[C:4]1[C:12]1[CH:21]=[CH:20][C:15]([C:16]([OH:18])=[O:17])=[CH:14][CH:13]=1.